Predict the reaction yield, written as a fraction of the theoretical maximum amount of product (1.0 means a 100% yield; for example, 0.34 means a 34% yield). From a dataset of Reaction yield outcomes from USPTO patents with 853,638 reactions. (1) The catalyst is CN(C=O)C. The reactants are [CH2:1]([NH:3][C:4]1[N:9]=[C:8]([NH2:10])[C:7]([O:11][C:12]2[CH:17]=[C:16](I)[C:15]([O:19][CH3:20])=[CH:14][C:13]=2[CH:21]([CH3:23])[CH3:22])=[CH:6][N:5]=1)[CH3:2].[C:24]([Cu])#[N:25].O. The product is [NH2:10][C:8]1[C:7]([O:11][C:12]2[C:13]([CH:21]([CH3:23])[CH3:22])=[CH:14][C:15]([O:19][CH3:20])=[C:16]([CH:17]=2)[C:24]#[N:25])=[CH:6][N:5]=[C:4]([NH:3][CH2:1][CH3:2])[N:9]=1. The yield is 0.710. (2) The reactants are [OH:1][C:2]1[C:7]2[CH2:8][CH2:9][O:10][C:11]3[C:12](=[CH:13][C:14]4[CH:15]=[CH:16][N:17]([CH3:20])[C:18]=4[CH:19]=3)[C:6]=2[NH:5][C:4](=[O:21])[C:3]=1[C:22]([O:24]C)=[O:23].[Li+].[I-].Cl. The catalyst is CCOC(C)=O. The product is [OH:1][C:2]1[C:7]2[CH2:8][CH2:9][O:10][C:11]3[C:12](=[CH:13][C:14]4[CH:15]=[CH:16][N:17]([CH3:20])[C:18]=4[CH:19]=3)[C:6]=2[NH:5][C:4](=[O:21])[C:3]=1[C:22]([OH:24])=[O:23]. The yield is 0.610.